The task is: Predict the product of the given reaction.. This data is from Forward reaction prediction with 1.9M reactions from USPTO patents (1976-2016). (1) Given the reactants [Cl:1][C:2]1[N:7]=[C:6](Cl)[C:5]([CH3:9])=[C:4]([CH3:10])[N:3]=1.C[CH2:12][N:13](C(C)C)[CH:14](C)C.CNC, predict the reaction product. The product is: [Cl:1][C:2]1[N:7]=[C:6]([N:13]([CH3:14])[CH3:12])[C:5]([CH3:9])=[C:4]([CH3:10])[N:3]=1. (2) Given the reactants C(=O)([O-])[O-].[Ca+2:5].[N+:6]([O-:9])([OH:8])=[O:7], predict the reaction product. The product is: [N+:6]([O-:9])([O-:8])=[O:7].[Ca+2:5].[N+:6]([O-:9])([O-:8])=[O:7]. (3) The product is: [OH:1][C:2]1([C:5]2[CH:14]=[CH:13][C:8]([C:9]([OH:11])=[O:10])=[CH:7][CH:6]=2)[CH2:4][CH2:3]1. Given the reactants [OH:1][C:2]1([C:5]2[CH:14]=[CH:13][C:8]([C:9]([O:11]C)=[O:10])=[CH:7][CH:6]=2)[CH2:4][CH2:3]1.[OH-].[Li+].Cl, predict the reaction product. (4) Given the reactants [NH2:1][C:2](=[O:45])[C:3]([CH3:44])([CH3:43])[CH2:4][NH:5][C:6]([C@H:8]([CH:40]([CH3:42])[CH3:41])[CH2:9][C@@H:10]1[O:14][CH2:13][N:12]([C:15]([O:17][CH2:18]Cl)=[O:16])[C@H:11]1[CH2:20][C@H:21]([CH2:25][C:26]1[CH:31]=[CH:30][C:29]([O:32][CH3:33])=[C:28]([O:34][CH2:35][CH2:36][CH2:37][O:38][CH3:39])[CH:27]=1)[CH:22]([CH3:24])[CH3:23])=[O:7].[I-:46].[Na+].C(#N)C, predict the reaction product. The product is: [NH2:1][C:2](=[O:45])[C:3]([CH3:44])([CH3:43])[CH2:4][NH:5][C:6]([C@H:8]([CH:40]([CH3:42])[CH3:41])[CH2:9][C@@H:10]1[O:14][CH2:13][N:12]([C:15]([O:17][CH2:18][I:46])=[O:16])[C@H:11]1[CH2:20][C@H:21]([CH2:25][C:26]1[CH:31]=[CH:30][C:29]([O:32][CH3:33])=[C:28]([O:34][CH2:35][CH2:36][CH2:37][O:38][CH3:39])[CH:27]=1)[CH:22]([CH3:24])[CH3:23])=[O:7]. (5) Given the reactants [CH3:1][Si:2]([C:5]#[CH:6])([CH3:4])[CH3:3].[Li]CCCC.[F:12][C:13]([F:18])([F:17])[C:14]([CH3:16])=[O:15].[NH4+].[Cl-], predict the reaction product. The product is: [F:12][C:13]([F:18])([F:17])[C:14]([CH3:16])([OH:15])[C:6]#[C:5][Si:2]([CH3:4])([CH3:3])[CH3:1].